This data is from Reaction yield outcomes from USPTO patents with 853,638 reactions. The task is: Predict the reaction yield, written as a fraction of the theoretical maximum amount of product (1.0 means a 100% yield; for example, 0.34 means a 34% yield). (1) The reactants are [F:1][C:2]1[C:3]([NH:16][C:17]2[CH:22]=[CH:21][C:20]([I:23])=[CH:19][C:18]=2[F:24])=[C:4]([C:9]([N:11]2[CH2:14][C:13](=[O:15])[CH2:12]2)=[O:10])[CH:5]=[CH:6][C:7]=1[F:8].[F:25][C:26]([Si](C)(C)C)([F:28])[F:27].C(=O)([O-])[O-].[Cs+].[Cs+]. The catalyst is CN(C=O)C. The product is [F:1][C:2]1[C:3]([NH:16][C:17]2[CH:22]=[CH:21][C:20]([I:23])=[CH:19][C:18]=2[F:24])=[C:4]([C:9]([N:11]2[CH2:12][C:13]([C:26]([F:28])([F:27])[F:25])([OH:15])[CH2:14]2)=[O:10])[CH:5]=[CH:6][C:7]=1[F:8]. The yield is 0.690. (2) The reactants are [C:1](/[N:3]=[C:4](\SC)/[NH:5][C:6]1[CH:11]=[C:10]([Cl:12])[CH:9]=[C:8]([Cl:13])[CH:7]=1)#[N:2].[NH2:16][NH2:17]. The catalyst is C(O)C. The product is [NH2:2][C:1]1[N:3]=[C:4]([NH:5][C:6]2[CH:11]=[C:10]([Cl:12])[CH:9]=[C:8]([Cl:13])[CH:7]=2)[NH:17][N:16]=1. The yield is 0.990. (3) The reactants are [CH2:1]([O:3][CH:4]([O:20][CH2:21][CH3:22])[C:5]1[N:10]=[C:9]([S:11][CH2:12][C:13]2[CH:18]=[CH:17][CH:16]=[CH:15][CH:14]=2)[N:8]=[C:7]([NH2:19])[CH:6]=1)[CH3:2].Br[C:24]1[S:25][C:26]2[C:31]([N:32]=1)=[CH:30][CH:29]=[CH:28][N:27]=2.[H-].[Na+].O. The catalyst is CN(C)C=O. The product is [CH2:21]([O:20][CH:4]([O:3][CH2:1][CH3:2])[C:5]1[N:10]=[C:9]([S:11][CH2:12][C:13]2[CH:18]=[CH:17][CH:16]=[CH:15][CH:14]=2)[N:8]=[C:7]([NH:19][C:24]2[S:25][C:26]3[C:31]([N:32]=2)=[CH:30][CH:29]=[CH:28][N:27]=3)[CH:6]=1)[CH3:22]. The yield is 0.920. (4) The reactants are [I:1][C:2]1[CH:7]=[CH:6][C:5]([CH2:8][C:9]#[N:10])=[CH:4][C:3]=1[CH3:11].C(=O)([O-])[O-].[K+].[K+].Cl.[NH2:19][OH:20]. The catalyst is C(O)C. The product is [OH:20]/[N:19]=[C:9](\[NH2:10])/[CH2:8][C:5]1[CH:6]=[CH:7][C:2]([I:1])=[C:3]([CH3:11])[CH:4]=1. The yield is 0.503. (5) The reactants are [Si:1]([O:8][C@@H:9]1[CH2:14][C@H:13]([CH2:15][OH:16])[C@:12]([C@H:18]2[CH2:35][CH2:34][C@@:33]3([CH3:36])[C@@H:20]([CH2:21][C@H:22]4[C@@H:32]3[C@H:31]([CH3:37])[C@@:24]3([CH2:29][CH2:28][C@@H:27]([CH3:30])[CH2:26][O:25]3)[O:23]4)[C@@H:19]2[CH2:38][OH:39])([CH3:17])[CH2:11][CH2:10]1)([C:4]([CH3:7])([CH3:6])[CH3:5])([CH3:3])[CH3:2].[CH3:40][C:41]([Si:44](Cl)([CH3:46])[CH3:45])([CH3:43])[CH3:42].N1C=CN=C1. The catalyst is CN(C=O)C.C(Cl)Cl.CCOCC. The product is [Si:1]([O:8][C@H:9]1[CH2:10][CH2:11][C@@:12]([C@H:18]2[CH2:35][CH2:34][C@@:33]3([CH3:36])[C@@H:20]([CH2:21][C@H:22]4[C@@H:32]3[C@H:31]([CH3:37])[C@@:24]3([CH2:29][CH2:28][C@@H:27]([CH3:30])[CH2:26][O:25]3)[O:23]4)[C@@H:19]2[CH2:38][OH:39])([CH3:17])[C@@H:13]([CH2:15][O:16][Si:44]([C:41]([CH3:43])([CH3:42])[CH3:40])([CH3:46])[CH3:45])[CH2:14]1)([C:4]([CH3:5])([CH3:6])[CH3:7])([CH3:2])[CH3:3]. The yield is 0.700. (6) The reactants are [Cl:1][C:2]1[CH:10]=[C:9]2[C:5]([C:6]([CH:11]=[O:12])=[CH:7][NH:8]2)=[CH:4][C:3]=1[C:13]1[CH:14]=[N:15][C:16]([N:19]([CH3:21])[CH3:20])=[N:17][CH:18]=1.CC(=CC)C.Cl([O-])=[O:28].[Na+].O.O.OP([O-])(O)=O.[Na+]. The catalyst is C(#N)C.O.C(O)(C)(C)C. The product is [Cl:1][C:2]1[CH:10]=[C:9]2[C:5]([C:6]([C:11]([OH:28])=[O:12])=[CH:7][NH:8]2)=[CH:4][C:3]=1[C:13]1[CH:14]=[N:15][C:16]([N:19]([CH3:21])[CH3:20])=[N:17][CH:18]=1. The yield is 0.410. (7) The reactants are [CH:1](=[N:8][NH:9][C:10]1[CH:19]=[CH:18][CH:17]=[CH:16][C:11]=1[C:12]([O:14][CH3:15])=[O:13])[C:2]1[CH:7]=[CH:6][CH:5]=[CH:4][CH:3]=1.Cl[CH:21]([C:27]([O-])=[O:28])[C:22]([O:24][CH2:25][CH3:26])=[O:23]. The catalyst is C1(C)C=CC=CC=1. The product is [CH:1](=[N:8][N:9]([C:10]1[CH:19]=[CH:18][CH:17]=[CH:16][C:11]=1[C:12]([O:14][CH3:15])=[O:13])[C:27](=[O:28])[CH2:21][C:22]([O:24][CH2:25][CH3:26])=[O:23])[C:2]1[CH:3]=[CH:4][CH:5]=[CH:6][CH:7]=1. The yield is 0.700. (8) The reactants are [Cl:1][C:2]1[C:7](I)=[CH:6][C:5]([N+:9]([O-:11])=[O:10])=[CH:4][N:3]=1.[C:12]1(B(O)O)[CH:17]=[CH:16][CH:15]=[CH:14][CH:13]=1.C(Cl)Cl.C([O-])([O-])=O.[Cs+].[Cs+]. The catalyst is O1CCOCC1.O. The product is [Cl:1][C:2]1[C:7]([C:12]2[CH:17]=[CH:16][CH:15]=[CH:14][CH:13]=2)=[CH:6][C:5]([N+:9]([O-:11])=[O:10])=[CH:4][N:3]=1. The yield is 0.550.